This data is from Reaction yield outcomes from USPTO patents with 853,638 reactions. The task is: Predict the reaction yield, written as a fraction of the theoretical maximum amount of product (1.0 means a 100% yield; for example, 0.34 means a 34% yield). (1) The reactants are C([O:3][C:4]([C:6]1[CH:10]=[C:9]([CH3:11])[N:8]([C:12]2[CH:13]=[C:14]([C:18]3[CH:23]=[CH:22][CH:21]=[CH:20][C:19]=3[O:24][C:25]([F:28])([F:27])[F:26])[CH:15]=[CH:16][CH:17]=2)[N:7]=1)=O)C.CC(C[AlH]CC(C)C)C.C1(C)C=CC=CC=1.[O-]S([O-])(=O)=O.[Mg+2].[NH4+].[Cl-]. The catalyst is ClCCl.CO. The product is [CH3:11][C:9]1[N:8]([C:12]2[CH:13]=[C:14]([C:18]3[CH:23]=[CH:22][CH:21]=[CH:20][C:19]=3[O:24][C:25]([F:27])([F:28])[F:26])[CH:15]=[CH:16][CH:17]=2)[N:7]=[C:6]([CH2:4][OH:3])[CH:10]=1. The yield is 0.930. (2) The reactants are [CH3:1][O:2][C:3]1N=[C:5]2[C:10](=[CH:11][CH:12]=1)[N:9]=[CH:8][CH:7]=[C:6]2[N:13]1[CH:21]=[C:20]2[C:15](C[CH2:17][CH:18]([NH2:22])[CH2:19]2)=[N:14]1.Br[CH2:24][CH2:25][O:26][C:27]1[CH:32]=[C:31]([F:33])[CH:30]=[C:29]([F:34])[CH:28]=1.[C:35]([O-])([O-])=O.[Cs+].[Cs+].[Na+].[I-]. The catalyst is CN(C=O)C. The product is [F:34][C:29]1[CH:28]=[C:27]([CH:32]=[C:31]([F:33])[CH:30]=1)[O:26][CH2:25][CH2:24][NH:22][CH:18]([CH3:17])[CH2:19][C:20]1[CH:15]=[N:14][N:13]([C:6]2[C:5]3[C:10](=[CH:11][CH:12]=[C:3]([O:2][CH3:1])[CH:35]=3)[N:9]=[CH:8][CH:7]=2)[CH:21]=1. The yield is 0.290. (3) The reactants are [NH2:1][C:2]1[CH:10]=[CH:9][C:5]([C:6]([OH:8])=[O:7])=[CH:4][C:3]=1[OH:11].Cl.[CH3:13]O. No catalyst specified. The product is [NH2:1][C:2]1[CH:10]=[CH:9][C:5]([C:6]([O:8][CH3:13])=[O:7])=[CH:4][C:3]=1[OH:11]. The yield is 0.970. (4) The reactants are CSC.C([O:11][C@@H:12]1[C@H:17]([O:18]CC2C=CC=CC=2)[C@H:16]([O:26]CC2C=CC=CC=2)[CH:15]([C:34]2[C:43]3[C:38](=[CH:39][CH:40]=[CH:41][CH:42]=3)[CH:37]=[C:36]([CH2:44][C:45]3[S:49][C:48]4[CH:50]=[CH:51][C:52]([O:54][CH3:55])=[CH:53][C:47]=4[CH:46]=3)[CH:35]=2)[O:14][C@@H:13]1[CH2:56][O:57]CC1C=CC=CC=1)C1C=CC=CC=1.C(=O)([O-])O.[Na+]. The catalyst is C(Cl)Cl. The product is [OH:57][CH2:56][C@@H:13]1[C@@H:12]([OH:11])[C@H:17]([OH:18])[C@@H:16]([OH:26])[C@H:15]([C:34]2[C:43]3[C:38](=[CH:39][CH:40]=[CH:41][CH:42]=3)[CH:37]=[C:36]([CH2:44][C:45]3[S:49][C:48]4[CH:50]=[CH:51][C:52]([O:54][CH3:55])=[CH:53][C:47]=4[CH:46]=3)[CH:35]=2)[O:14]1. The yield is 0.650. (5) The product is [O:18]=[C:16]1[CH2:15][C:10]2[C:9](=[CH:14][CH:13]=[CH:12][CH:11]=2)[CH2:8][N:20]1[CH:21]1[CH2:22][CH2:23][N:24]([C:27]([O:29][C:30]([CH3:33])([CH3:32])[CH3:31])=[O:28])[CH2:25][CH2:26]1. The reactants are C(=O)([O-])[O-].[K+].[K+].Cl[CH2:8][C:9]1[CH:14]=[CH:13][CH:12]=[CH:11][C:10]=1[CH2:15][C:16]([O:18]C)=O.[NH2:20][CH:21]1[CH2:26][CH2:25][N:24]([C:27]([O:29][C:30]([CH3:33])([CH3:32])[CH3:31])=[O:28])[CH2:23][CH2:22]1. The yield is 0.400. The catalyst is C(#N)C.